Dataset: Reaction yield outcomes from USPTO patents with 853,638 reactions. Task: Predict the reaction yield, written as a fraction of the theoretical maximum amount of product (1.0 means a 100% yield; for example, 0.34 means a 34% yield). (1) The product is [F:1][C:2]1[CH:3]=[CH:4][C:5]([C:21](=[O:30])[C:22]2[CH:27]=[CH:26][CH:25]=[CH:24][C:23]=2[O:28][CH3:29])=[C:6]([NH:8][C:9](=[O:20])[NH:10][C:11]2[S:12][CH:13]=[C:14]([CH2:16][C:17]([NH:32][CH3:31])=[O:18])[N:15]=2)[CH:7]=1. No catalyst specified. The yield is 0.650. The reactants are [F:1][C:2]1[CH:3]=[CH:4][C:5]([C:21](=[O:30])[C:22]2[CH:27]=[CH:26][CH:25]=[CH:24][C:23]=2[O:28][CH3:29])=[C:6]([NH:8][C:9](=[O:20])[NH:10][C:11]2[S:12][CH:13]=[C:14]([CH2:16][C:17](O)=[O:18])[N:15]=2)[CH:7]=1.[CH3:31][NH2:32].C1COCC1. (2) The product is [NH2:1][C:4]1[CH:5]=[C:6]([CH:12]=[CH:13][C:14]=1[N:15]1[CH2:20][CH2:19][CH2:18][CH2:17][CH2:16]1)[C:7]([O:9][CH2:10][CH3:11])=[O:8]. The yield is 0.900. The reactants are [N+:1]([C:4]1[CH:5]=[C:6]([CH:12]=[CH:13][C:14]=1[N:15]1[CH2:20][CH2:19][CH2:18][CH2:17][CH2:16]1)[C:7]([O:9][CH2:10][CH3:11])=[O:8])([O-])=O. The catalyst is CO.[Pd].